This data is from Forward reaction prediction with 1.9M reactions from USPTO patents (1976-2016). The task is: Predict the product of the given reaction. (1) Given the reactants C(OC(N1C[CH:14]2[CH:10]([CH2:11][N:12]([CH2:16][C:17]3[S:18][C:19]4[C:24]([N:25]5[CH2:30][CH2:29][O:28][CH2:27][CH2:26]5)=[N:23][C:22]([Cl:31])=[N:21][C:20]=4[N:32]=3)[CH2:13]2)C1)=O)(C)(C)C.[N:33]1([C:39]([CH3:44])([CH3:43])[C:40]([NH2:42])=[O:41])CCNCC1, predict the reaction product. The product is: [Cl:31][C:22]1[N:23]=[C:24]([N:25]2[CH2:30][CH2:29][O:28][CH2:27][CH2:26]2)[C:19]2[S:18][C:17]([CH2:16][N:12]3[CH2:11][CH2:10][N:33]([C:39]([CH3:44])([CH3:43])[C:40]([NH2:42])=[O:41])[CH2:14][CH2:13]3)=[N:32][C:20]=2[N:21]=1. (2) Given the reactants [OH-].[Na+].[F:3][C:4]1[CH:9]=[CH:8][C:7]([S:10]([NH:13][C:14]2[C:23]([C:24]([O:26][CH3:27])=[O:25])=[C:22]3[C:17]([CH:18]4[CH2:28][CH:19]4[CH2:20][O:21]3)=[CH:16][CH:15]=2)(=[O:12])=[O:11])=[C:6]([CH2:29][C:30]([O:32]C)=[O:31])[CH:5]=1, predict the reaction product. The product is: [C:30]([CH2:29][C:6]1[CH:5]=[C:4]([F:3])[CH:9]=[CH:8][C:7]=1[S:10]([NH:13][C:14]1[C:23]([C:24]([O:26][CH3:27])=[O:25])=[C:22]2[C:17]([CH:18]3[CH2:28][CH:19]3[CH2:20][O:21]2)=[CH:16][CH:15]=1)(=[O:12])=[O:11])([OH:32])=[O:31]. (3) Given the reactants O[CH:2]1[C:11]2[C:6](=[CH:7][CH:8]=[CH:9][CH:10]=2)[C:5](=[O:12])[NH:4][C:3]1([CH3:14])[CH3:13].C1(P(C2C=CC=CC=2)C2C=CC=CC=2)C=CC=CC=1.[CH3:34][O:35][C:36]([C:38]1[N:39]=[CH:40][NH:41][CH:42]=1)=[O:37].N(C(OC(C)(C)C)=O)=NC(OC(C)(C)C)=O.Cl.O1CCOCC1, predict the reaction product. The product is: [CH3:34][O:35][C:36]([C:38]1[N:39]([CH:2]2[C:11]3[C:6](=[CH:7][CH:8]=[CH:9][CH:10]=3)[C:5](=[O:12])[NH:4][C:3]2([CH3:14])[CH3:13])[CH:40]=[N:41][CH:42]=1)=[O:37]. (4) Given the reactants [C:1]([C:4]1[C:9]2[CH:10]=[CH:11][CH:12]=[C:13]([F:14])[C:8]=2[C:7](=[O:15])[O:6][C:5]=1[NH:16][C@@H:17]([CH:25]1[CH2:27][CH2:26]1)[C:18]1[CH:23]=[CH:22][CH:21]=[C:20]([F:24])[CH:19]=1)(=[O:3])[CH3:2].[OH-:28].[Na+], predict the reaction product. The product is: [CH:25]1([C@H:17]([NH:16][C:5]([CH:4]([C:9]2[CH:10]=[CH:11][CH:12]=[C:13]([F:14])[C:8]=2[C:7]([OH:6])=[O:15])[C:1](=[O:3])[CH3:2])=[O:28])[C:18]2[CH:23]=[CH:22][CH:21]=[C:20]([F:24])[CH:19]=2)[CH2:27][CH2:26]1. (5) Given the reactants I[C:2]1[N:3]=[CH:4][N:5]([C:7]([C:20]2[CH:25]=[CH:24][CH:23]=[CH:22][CH:21]=2)([C:14]2[CH:19]=[CH:18][CH:17]=[CH:16][CH:15]=2)[C:8]2[CH:13]=[CH:12][CH:11]=[CH:10][CH:9]=2)[CH:6]=1.[Cl:26][C:27]1[CH:32]=[CH:31][C:30]([CH:33]2[C:35]3([C:43]4[C:38](=[CH:39][CH:40]=[CH:41][CH:42]=4)[NH:37][C:36]3=[O:44])[CH2:34]2)=[CH:29][CH:28]=1.C(=O)([O-])[O-].[K+].[K+].CN(C)CCN, predict the reaction product. The product is: [Cl:26][C:27]1[CH:28]=[CH:29][C:30]([C@H:33]2[C@@:35]3([C:43]4[C:38](=[CH:39][CH:40]=[CH:41][CH:42]=4)[N:37]([C:2]4[N:3]=[CH:4][N:5]([C:7]([C:8]5[CH:13]=[CH:12][CH:11]=[CH:10][CH:9]=5)([C:20]5[CH:21]=[CH:22][CH:23]=[CH:24][CH:25]=5)[C:14]5[CH:15]=[CH:16][CH:17]=[CH:18][CH:19]=5)[CH:6]=4)[C:36]3=[O:44])[CH2:34]2)=[CH:31][CH:32]=1. (6) Given the reactants C1(CC([O:10][C:11]2[C:20]3[C:15](=[N:16][CH:17]=[CH:18][CH:19]=3)[N:14]([C:21]3[CH:26]=[CH:25][CH:24]=[CH:23][CH:22]=3)[C:13](=[O:27])[CH:12]=2)=O)CCCCC1.C(N([CH2:33][CH3:34])CC)C.[C-]#N.[K+].C1[O:55][CH2:54][CH2:53]OCCOCCOCCOCCOC1, predict the reaction product. The product is: [CH:34]1([CH2:53][C:54]([C:12]2[C:13](=[O:27])[N:14]([C:21]3[CH:22]=[CH:23][CH:24]=[CH:25][CH:26]=3)[C:15]3[C:20]([C:11]=2[OH:10])=[CH:19][CH:18]=[CH:17][N:16]=3)=[O:55])[CH2:33][CH2:13][CH2:12][CH2:11][CH2:20]1.